From a dataset of Forward reaction prediction with 1.9M reactions from USPTO patents (1976-2016). Predict the product of the given reaction. (1) Given the reactants [Br:1][C:2]1[CH:3]=[CH:4][C:5](F)=[C:6]([NH2:8])[CH:7]=1.CCO[C:13]([S-:15])=[S:14].[K+].Cl, predict the reaction product. The product is: [Br:1][C:2]1[CH:3]=[CH:4][C:5]2[S:14][C:13]([SH:15])=[N:8][C:6]=2[CH:7]=1. (2) Given the reactants C(OC([N:11]1[CH2:15][C@H:14]([O:16][CH3:17])[CH2:13][C@H:12]1[CH2:18][OH:19])=O)C1C=CC=CC=1, predict the reaction product. The product is: [CH3:17][O:16][C@H:14]1[CH2:15][NH:11][C@H:12]([CH2:18][OH:19])[CH2:13]1.